This data is from Full USPTO retrosynthesis dataset with 1.9M reactions from patents (1976-2016). The task is: Predict the reactants needed to synthesize the given product. (1) Given the product [CH3:15][N:11]([CH3:10])[C:2]1[CH:7]=[C:6]([CH3:8])[CH:5]=[CH:4][N:3]=1, predict the reactants needed to synthesize it. The reactants are: N[C:2]1[CH:7]=[C:6]([CH3:8])[CH:5]=[CH:4][N:3]=1.[BH3-][C:10]#[N:11].[Na+].C=O.[C:15](O)(=O)C. (2) Given the product [NH2:11][C:10]1[C:5]([C:3]([OH:4])=[O:2])=[N:6][C:7]([Br:16])=[C:8]([C:12]([F:14])([F:13])[F:15])[CH:9]=1, predict the reactants needed to synthesize it. The reactants are: C[O:2][C:3]([C:5]1[C:10]([NH2:11])=[CH:9][C:8]([C:12]([F:15])([F:14])[F:13])=[C:7]([Br:16])[N:6]=1)=[O:4].[OH-].[Na+]. (3) Given the product [Cl:12][C:8]1[CH:7]=[C:6]2[C:11]([C:2]([O:14][CH3:13])=[N:3][C:4]([C:6]3[CH:11]=[CH:10][CH:9]=[CH:8][CH:7]=3)=[N:5]2)=[CH:10][CH:9]=1, predict the reactants needed to synthesize it. The reactants are: Cl[C:2]1[C:11]2[C:6](=[CH:7][C:8]([Cl:12])=[CH:9][CH:10]=2)[N:5]=[CH:4][N:3]=1.[CH3:13][O:14][Na]. (4) Given the product [OH:35][C@H:36]1[CH2:40][CH2:39][N:38]([CH2:32][CH2:33][N:20]2[C:19](=[O:24])/[C:18](=[CH:17]/[C:13]3[CH:12]=[C:11]4[C:16](=[CH:15][CH:14]=3)[N:8]([CH2:7][C:6]3[CH:25]=[CH:26][C:3]([O:2][CH3:1])=[CH:4][C:5]=3[C:27]([F:30])([F:29])[F:28])[N:9]=[CH:10]4)/[S:22][C:21]2=[O:23])[CH2:37]1, predict the reactants needed to synthesize it. The reactants are: [CH3:1][O:2][C:3]1[CH:26]=[CH:25][C:6]([CH2:7][N:8]2[C:16]3[C:11](=[CH:12][C:13](/[CH:17]=[C:18]4/[C:19](=[O:24])[NH:20][C:21](=[O:23])[S:22]/4)=[CH:14][CH:15]=3)[CH:10]=[N:9]2)=[C:5]([C:27]([F:30])([F:29])[F:28])[CH:4]=1.Br[CH2:32][CH2:33]Cl.[OH:35][C@H:36]1[CH2:40][CH2:39][NH:38][CH2:37]1. (5) Given the product [CH2:1]([N:8]1[CH2:13][CH2:12][CH:11]([OH:14])[C:10]([CH3:16])([CH3:15])[CH2:9]1)[C:2]1[CH:3]=[CH:4][CH:5]=[CH:6][CH:7]=1, predict the reactants needed to synthesize it. The reactants are: [CH2:1]([N:8]1[CH2:13][CH2:12][C:11](=[O:14])[C:10]([CH3:16])([CH3:15])[CH2:9]1)[C:2]1[CH:7]=[CH:6][CH:5]=[CH:4][CH:3]=1.[BH4-].[Na+].